This data is from Peptide-MHC class I binding affinity with 185,985 pairs from IEDB/IMGT. The task is: Regression. Given a peptide amino acid sequence and an MHC pseudo amino acid sequence, predict their binding affinity value. This is MHC class I binding data. (1) The peptide sequence is VDSSSHMEDT. The binding affinity (normalized) is 0. The MHC is Mamu-A11 with pseudo-sequence Mamu-A11. (2) The peptide sequence is RMATDVITSI. The MHC is H-2-Dd with pseudo-sequence H-2-Dd. The binding affinity (normalized) is 0.136.